This data is from Forward reaction prediction with 1.9M reactions from USPTO patents (1976-2016). The task is: Predict the product of the given reaction. (1) Given the reactants [CH2:1]([C@H:8]1[N:13]([C:14]([C:16]2[N:17]=[CH:18][N:19]([C@H:27]3[CH2:32][CH2:31][CH2:30][CH2:29][C:28]3=O)[C:20]=2[C:21]2[CH:26]=[CH:25][CH:24]=[CH:23][CH:22]=2)=[O:15])[CH2:12][CH2:11][N:10]([C:34]([O:36][C:37]([CH3:40])([CH3:39])[CH3:38])=[O:35])[CH2:9]1)[C:2]1[CH:7]=[CH:6][CH:5]=[CH:4][CH:3]=1.C(OP([CH2:49][C:50]([O:52][CH2:53][CH3:54])=[O:51])(OCC)=O)C.[H-].[Na+].C(=O)([O-])O.[Na+], predict the reaction product. The product is: [CH2:1]([C@H:8]1[N:13]([C:14]([C:16]2[N:17]=[CH:18][N:19]([C@H:27]3[CH2:32][CH2:31][CH2:30][CH2:29]/[C:28]/3=[CH:49]\[C:50]([O:52][CH2:53][CH3:54])=[O:51])[C:20]=2[C:21]2[CH:22]=[CH:23][CH:24]=[CH:25][CH:26]=2)=[O:15])[CH2:12][CH2:11][N:10]([C:34]([O:36][C:37]([CH3:40])([CH3:39])[CH3:38])=[O:35])[CH2:9]1)[C:2]1[CH:7]=[CH:6][CH:5]=[CH:4][CH:3]=1. (2) Given the reactants C([O:4][C:5]1[CH:10]=[CH:9][CH:8]=[C:7]([NH:11][C:12]([N:14]2[CH2:19][CH2:18][N:17]([C:20]3[S:24][N:23]=[C:22]([C:25]4[CH:30]=[CH:29][CH:28]=[CH:27][CH:26]=4)[N:21]=3)[CH2:16][CH2:15]2)=[O:13])[CH:6]=1)(=O)C.[OH-].[Na+].O, predict the reaction product. The product is: [OH:4][C:5]1[CH:6]=[C:7]([NH:11][C:12]([N:14]2[CH2:19][CH2:18][N:17]([C:20]3[S:24][N:23]=[C:22]([C:25]4[CH:26]=[CH:27][CH:28]=[CH:29][CH:30]=4)[N:21]=3)[CH2:16][CH2:15]2)=[O:13])[CH:8]=[CH:9][CH:10]=1. (3) The product is: [CH3:49][C:43]1[CH:44]=[C:45]([CH3:48])[CH:46]=[CH:47][C:42]=1[CH2:41][NH:10][CH2:11][C@H:12]([NH:18][C:19](=[O:40])[CH2:20][C:21]([NH:22][C:23]1[CH:28]=[C:27]([C:29]([F:30])([F:31])[F:32])[CH:26]=[C:25]([NH:33][C:34]([NH:36][CH2:37][CH3:38])=[O:35])[CH:24]=1)=[O:39])[C@@H:13]([OH:17])[CH2:14][CH2:15][CH3:16]. Given the reactants C(OC(=O)[N:10]([CH2:41][C:42]1[CH:47]=[CH:46][C:45]([CH3:48])=[CH:44][C:43]=1[CH3:49])[CH2:11][C@H:12]([NH:18][C:19](=[O:40])[CH2:20][C:21](=[O:39])[NH:22][C:23]1[CH:28]=[C:27]([C:29]([F:32])([F:31])[F:30])[CH:26]=[C:25]([NH:33][C:34]([NH:36][CH2:37][CH3:38])=[O:35])[CH:24]=1)[C@@H:13]([OH:17])[CH2:14][CH2:15][CH3:16])C1C=CC=CC=1, predict the reaction product. (4) Given the reactants Cl[C:2]1[CH:3]=[C:4]2[C:8](=[CH:9][CH:10]=1)[N:7]([CH2:11][CH2:12][CH2:13][O:14][C:15]1[C:24]3[C:19](=[CH:20][CH:21]=[CH:22][CH:23]=3)[CH:18]=[CH:17][CH:16]=1)[C:6]([C:25]([O:27]CC)=[O:26])=[C:5]2[C:30]1[CH:35]=[CH:34][CH:33]=[CH:32][C:31]=1[CH:36]([CH3:38])[CH3:37].[C:39]1(B(O)O)[CH:44]=[CH:43][CH:42]=[CH:41][CH:40]=1.C1(P(C2CCCCC2)C2C=CC=CC=2C2C(OC)=CC=CC=2OC)CCCCC1.[O-]P([O-])([O-])=O.[K+].[K+].[K+], predict the reaction product. The product is: [CH:36]([C:31]1[CH:32]=[CH:33][CH:34]=[CH:35][C:30]=1[C:5]1[C:4]2[C:8](=[CH:9][CH:10]=[C:2]([C:39]3[CH:44]=[CH:43][CH:42]=[CH:41][CH:40]=3)[CH:3]=2)[N:7]([CH2:11][CH2:12][CH2:13][O:14][C:15]2[C:24]3[C:19](=[CH:20][CH:21]=[CH:22][CH:23]=3)[CH:18]=[CH:17][CH:16]=2)[C:6]=1[C:25]([OH:27])=[O:26])([CH3:38])[CH3:37]. (5) The product is: [CH2:13]([N:20]1[C:24]2[N:25]=[C:26]([NH2:30])[N:27]=[C:28]([O:10][C:3]3[C:4]([CH3:9])=[CH:5][C:6]([CH3:8])=[CH:7][C:2]=3[CH3:1])[C:23]=2[CH:22]=[CH:21]1)[C:14]1[CH:15]=[CH:16][CH:17]=[CH:18][CH:19]=1. Given the reactants [CH3:1][C:2]1[CH:7]=[C:6]([CH3:8])[CH:5]=[C:4]([CH3:9])[C:3]=1[OH:10].[H-].[Na+].[CH2:13]([N:20]1[C:24]2[N:25]=[C:26]([NH2:30])[N:27]=[C:28](Cl)[C:23]=2[CH:22]=[CH:21]1)[C:14]1[CH:19]=[CH:18][CH:17]=[CH:16][CH:15]=1, predict the reaction product. (6) Given the reactants [C:1]([O:5][C:6]([NH:8][C@@H:9]([C:13]1[CH:18]=[CH:17][C:16]([OH:19])=[CH:15][CH:14]=1)[C:10]([OH:12])=[O:11])=[O:7])([CH3:4])([CH3:3])[CH3:2].[H-].[Na+].Br[CH2:23][CH2:24][O:25][CH:26]1[CH2:31][CH2:30][CH2:29][CH2:28][O:27]1, predict the reaction product. The product is: [C:1]([O:5][C:6]([NH:8][C@@H:9]([C:13]1[CH:18]=[CH:17][C:16]([O:19][CH2:23][CH2:24][O:25][CH:26]2[CH2:31][CH2:30][CH2:29][CH2:28][O:27]2)=[CH:15][CH:14]=1)[C:10]([OH:12])=[O:11])=[O:7])([CH3:4])([CH3:2])[CH3:3]. (7) Given the reactants [CH3:1][O:2][C:3](=[O:22])[C:4]1[CH:9]=[CH:8][CH:7]=[C:6]([CH2:10][N:11]2C(=O)C3C(=CC=CC=3)C2=O)[CH:5]=1.O.NN.[ClH:26], predict the reaction product. The product is: [ClH:26].[CH3:1][O:2][C:3](=[O:22])[C:4]1[CH:9]=[CH:8][CH:7]=[C:6]([CH2:10][NH2:11])[CH:5]=1. (8) Given the reactants Cl[C:2]1[C:11]2[C:6](=[CH:7][C:8]([O:13][CH2:14][CH3:15])=[C:9]([F:12])[CH:10]=2)[CH:5]=[CH:4][N:3]=1.[F-:16].[Cs+], predict the reaction product. The product is: [CH2:14]([O:13][C:8]1[CH:7]=[C:6]2[C:11](=[CH:10][C:9]=1[F:12])[C:2]([F:16])=[N:3][CH:4]=[CH:5]2)[CH3:15]. (9) Given the reactants [C:1]([O:5][C:6]([N:8]1[CH2:12][CH2:11][C@@H:10]([C:13]([OH:15])=[O:14])[C@@H:9]1[C:16]1[CH:21]=[CH:20][CH:19]=[CH:18][CH:17]=1)=[O:7])([CH3:4])(C)C.Cl.C([O-])(O)=O.[Na+:27].ClC(OC[C:33]1[CH:38]=[CH:37]C=[CH:35][CH:34]=1)=O, predict the reaction product. The product is: [Na+:27].[CH2:1]([O:5][C:6]([N:8]1[CH2:12][CH2:11][C@@H:10]([C:13]([O-:15])=[O:14])[C@@H:9]1[C:16]1[CH:17]=[CH:18][CH:19]=[CH:20][CH:21]=1)=[O:7])[C:4]1[CH:37]=[CH:38][CH:33]=[CH:34][CH:35]=1. (10) The product is: [NH2:17][C:13]1[CH:12]=[C:11]([C@@H:9]([NH:8][C:6]2[CH:5]=[CH:4][CH:3]=[C:2]([Br:1])[N:7]=2)[CH3:10])[CH:16]=[CH:15][CH:14]=1. Given the reactants [Br:1][C:2]1[N:7]=[C:6]([NH:8][C@H:9]([C:11]2[CH:16]=[CH:15][CH:14]=[C:13]([N+:17]([O-])=O)[CH:12]=2)[CH3:10])[CH:5]=[CH:4][CH:3]=1.[Cl-].[NH4+].[In], predict the reaction product.